From a dataset of Full USPTO retrosynthesis dataset with 1.9M reactions from patents (1976-2016). Predict the reactants needed to synthesize the given product. (1) Given the product [F:22][C:20]1[CH:21]=[C:16]([C:15]2[C:6]([CH:4]([NH2:1])[CH3:5])=[CH:7][CH:8]=[C:9]3[C:14]=2[N:13]=[CH:12][CH:11]=[CH:10]3)[CH:17]=[C:18]([F:23])[CH:19]=1, predict the reactants needed to synthesize it. The reactants are: [N:1]([CH:4]([C:6]1[C:15]([C:16]2[CH:21]=[C:20]([F:22])[CH:19]=[C:18]([F:23])[CH:17]=2)=[C:14]2[C:9]([CH:10]=[CH:11][CH:12]=[N:13]2)=[CH:8][CH:7]=1)[CH3:5])=[N+]=[N-].CP(C)C.C(OCC)(=O)C. (2) Given the product [Br:1][C:2]1[CH:7]=[CH:6][C:5]([C:12]2[N:13]=[CH:14][C:15]([NH2:18])=[N:16][CH:17]=2)=[CH:4][CH:3]=1, predict the reactants needed to synthesize it. The reactants are: [Br:1][C:2]1[CH:7]=[CH:6][C:5](B(O)O)=[CH:4][CH:3]=1.Br[C:12]1[N:13]=[CH:14][C:15]([NH2:18])=[N:16][CH:17]=1.C1(C)C=CC=CC=1.C([O-])([O-])=O.[K+].[K+]. (3) Given the product [CH3:8][N:5]1[C:6]([CH3:7])=[C:2](/[N:1]=[C:18]2\[CH:17]=[C:16]([CH3:23])[C:21](=[O:22])[CH:20]=[CH:19]\2)[C:3](=[O:15])[N:4]1[C:9]1[CH:10]=[CH:11][CH:12]=[CH:13][CH:14]=1, predict the reactants needed to synthesize it. The reactants are: [NH2:1][C:2]1[C:3](=[O:15])[N:4]([C:9]2[CH:14]=[CH:13][CH:12]=[CH:11][CH:10]=2)[N:5]([CH3:8])[C:6]=1[CH3:7].[C:16]1([CH3:23])[C:21]([OH:22])=[CH:20][CH:19]=[CH:18][CH:17]=1.N. (4) Given the product [C:30]([O:34][C:35]([N:37]1[CH2:38][C@@H:39]([OH:40])[C@H:41]([N:19]2[C:18](=[O:23])[C:17](=[CH:16][C:12]3[CH:11]=[C:10]4[C:15](=[CH:14][CH:13]=3)[N:7]([CH2:6][C:5]3[CH:24]=[CH:25][C:2]([Cl:1])=[CH:3][C:4]=3[C:26]([F:27])([F:29])[F:28])[N:8]=[CH:9]4)[S:21][C:20]2=[O:22])[CH2:42]1)=[O:36])([CH3:33])([CH3:31])[CH3:32], predict the reactants needed to synthesize it. The reactants are: [Cl:1][C:2]1[CH:25]=[CH:24][C:5]([CH2:6][N:7]2[C:15]3[C:10](=[CH:11][C:12]([CH:16]=[C:17]4[S:21][C:20](=[O:22])[NH:19][C:18]4=[O:23])=[CH:13][CH:14]=3)[CH:9]=[N:8]2)=[C:4]([C:26]([F:29])([F:28])[F:27])[CH:3]=1.[C:30]([O:34][C:35]([N:37]1[CH2:42][CH:41]2[CH:39]([O:40]2)[CH2:38]1)=[O:36])([CH3:33])([CH3:32])[CH3:31]. (5) Given the product [CH:11]1([C@@H:17]([N:28]2[CH2:32][C@H:31]([CH:33]=[O:34])[C@@H:30]([C:35]3[CH:40]=[CH:39][CH:38]=[C:37]([F:41])[CH:36]=3)[CH2:29]2)[C:18]([O:20][CH2:21][C:22]2[CH:27]=[CH:26][CH:25]=[CH:24][CH:23]=2)=[O:19])[CH2:16][CH2:15][CH2:14][CH2:13][CH2:12]1, predict the reactants needed to synthesize it. The reactants are: C(Cl)(=O)C(Cl)=O.CS(C)=O.[CH:11]1([C@@H:17]([N:28]2[CH2:32][C@H:31]([CH2:33][OH:34])[C@@H:30]([C:35]3[CH:40]=[CH:39][CH:38]=[C:37]([F:41])[CH:36]=3)[CH2:29]2)[C:18]([O:20][CH2:21][C:22]2[CH:27]=[CH:26][CH:25]=[CH:24][CH:23]=2)=[O:19])[CH2:16][CH2:15][CH2:14][CH2:13][CH2:12]1. (6) The reactants are: [C:1]1([N:7]2[C:12](=[O:13])[C:11]3[S:14][CH:15]=[C:16]([C:17]4[CH:22]=[CH:21][CH:20]=[CH:19][CH:18]=4)[C:10]=3[N:9]=[CH:8]2)[CH:6]=[CH:5][CH:4]=[CH:3][CH:2]=1.N[C:24]1C(C2C=CC=CC=2)=CSC=1C(OC)=O.C(OCC)(OCC)OCC.C1(N)CCCCCC1. Given the product [CH:1]1([N:7]2[C:12](=[O:13])[C:11]3[S:14][CH:15]=[C:16]([C:17]4[CH:18]=[CH:19][CH:20]=[CH:21][CH:22]=4)[C:10]=3[N:9]=[CH:8]2)[CH2:6][CH2:5][CH2:4][CH2:3][CH2:2][CH2:24]1, predict the reactants needed to synthesize it. (7) Given the product [CH:22]([S:30]([O-:33])(=[O:31])=[O:32])=[CH:23][C:24]1[CH:29]=[CH:28][CH:27]=[CH:26][CH:25]=1.[Li+:11].[Na+:34].[Cl-:12], predict the reactants needed to synthesize it. The reactants are: C(C1C=CC=CC=1C=C)=C.[Li+:11].[Cl-:12].CC1C=C(O)C=CC=1O.[CH:22]([S:30]([O-:33])(=[O:32])=[O:31])=[CH:23][C:24]1[CH:29]=[CH:28][CH:27]=[CH:26][CH:25]=1.[Na+:34]. (8) Given the product [CH2:30]([O:31][C:15]([C:14]1[CH:13]=[C:12]([C:19]#[N:20])[C:11](=[O:10])[NH:6][C:5]=1[CH2:4][CH2:2][O:3][CH3:24])=[O:16])[CH3:29], predict the reactants needed to synthesize it. The reactants are: C(#N)[CH:2]([CH2:4][C:5]#[N:6])[OH:3].C([O:10][C:11](=O)[C:12](=[CH:19][N:20](C)C)[C:13](=O)[CH2:14][CH2:15][O:16]C)C.[CH3:24]C(O)=O.O.[CH3:29][CH2:30][OH:31].